Dataset: Reaction yield outcomes from USPTO patents with 853,638 reactions. Task: Predict the reaction yield, written as a fraction of the theoretical maximum amount of product (1.0 means a 100% yield; for example, 0.34 means a 34% yield). (1) The reactants are [CH3:1][O:2][C:3]1[CH:4]=[C:5]2[C:10](=[CH:11][C:12]=1[O:13][CH3:14])[N:9]=[CH:8][CH:7]=[C:6]2[O:15][C:16]1[CH:22]=[CH:21][C:19]([NH2:20])=[CH:18][CH:17]=1.ClC(Cl)(O[C:27](=[O:33])OC(Cl)(Cl)Cl)Cl.[CH2:35]([N:42]1[CH2:46][CH2:45][CH:44]([NH2:47])[CH2:43]1)[C:36]1[CH:41]=[CH:40][CH:39]=[CH:38][CH:37]=1.C(=O)([O-])O.[Na+]. The catalyst is C(N(CC)CC)C.C(Cl)(Cl)Cl. The product is [CH2:35]([N:42]1[CH2:46][CH2:45][CH:44]([NH:47][C:27]([NH:20][C:19]2[CH:21]=[CH:22][C:16]([O:15][C:6]3[C:5]4[C:10](=[CH:11][C:12]([O:13][CH3:14])=[C:3]([O:2][CH3:1])[CH:4]=4)[N:9]=[CH:8][CH:7]=3)=[CH:17][CH:18]=2)=[O:33])[CH2:43]1)[C:36]1[CH:37]=[CH:38][CH:39]=[CH:40][CH:41]=1. The yield is 0.450. (2) The reactants are [C:1]([S:4][CH2:5][C:6]1[CH:7]=[C:8]([C:17]([O:19][CH2:20][CH3:21])=[O:18])[CH:9]=[C:10]([CH:16]=1)[C:11]([O:13][CH2:14][CH3:15])=[O:12])(=O)C.C[O-].[Na+].CI. The catalyst is C1COCC1.CO. The product is [CH3:1][S:4][CH2:5][C:6]1[CH:7]=[C:8]([C:17]([O:19][CH2:20][CH3:21])=[O:18])[CH:9]=[C:10]([CH:16]=1)[C:11]([O:13][CH2:14][CH3:15])=[O:12]. The yield is 0.550. (3) The product is [NH2:7][C@@H:8]([CH2:9][C:10]1[CH:15]=[CH:14][CH:13]=[CH:12][N:11]=1)[C:16]([NH:17][C:18]1[CH:23]=[CH:22][C:21]([I:24])=[CH:20][C:19]=1[F:25])=[O:26]. The yield is 0.850. The catalyst is ClCCl. The reactants are C(OC(=O)[NH:7][C@H:8]([C:16](=[O:26])[NH:17][C:18]1[CH:23]=[CH:22][C:21]([I:24])=[CH:20][C:19]=1[F:25])[CH2:9][C:10]1[CH:15]=[CH:14][CH:13]=[CH:12][N:11]=1)(C)(C)C.FC(F)(F)C(O)=O. (4) The reactants are [CH3:1][N:2]([C:7]1[CH:8]=[C:9]([C:17]([O:19][CH3:20])=[O:18])[CH:10]=[C:11]([CH:16]=1)[C:12]([O:14]C)=[O:13])[S:3]([CH3:6])(=[O:5])=[O:4].[OH-].[Na+]. The catalyst is C1COCC1.CO.O. The product is [CH3:20][O:19][C:17]([C:9]1[CH:10]=[C:11]([CH:16]=[C:7]([N:2]([CH3:1])[S:3]([CH3:6])(=[O:5])=[O:4])[CH:8]=1)[C:12]([OH:14])=[O:13])=[O:18]. The yield is 0.750. (5) The reactants are [F:1][C:2]([F:22])([C:16]1[CH:21]=[CH:20][CH:19]=[CH:18][CH:17]=1)[CH2:3][O:4][C:5]1[CH:10]=[CH:9][C:8]([CH2:11][C:12]([CH3:15])(O)[CH3:13])=[CH:7][CH:6]=1.[NH2:23]C(N)=S.C(O)(=O)C.[OH-].[Na+]. The catalyst is C(O)C.C(Cl)Cl. The product is [F:1][C:2]([F:22])([C:16]1[CH:21]=[CH:20][CH:19]=[CH:18][CH:17]=1)[CH2:3][O:4][C:5]1[CH:10]=[CH:9][C:8]([CH2:11][C:12]([NH2:23])([CH3:15])[CH3:13])=[CH:7][CH:6]=1. The yield is 0.920. (6) The reactants are [CH:1]1([CH2:7][N:8]2[CH2:17][CH2:16][C:15]3[C:10](=[CH:11][C:12]([S:18]([NH:21][CH2:22][CH2:23][C@@H:24]4[CH2:28][CH2:27][CH2:26][N:25]4[CH3:29])(=[O:20])=[O:19])=[CH:13][CH:14]=3)[CH2:9]2)[CH2:6][CH2:5][CH2:4][CH2:3][CH2:2]1.[C:30]([OH:37])(=[O:36])/[CH:31]=[CH:32]/[C:33]([OH:35])=[O:34]. The catalyst is C(O)C. The product is [OH2:19].[C:30]([OH:37])(=[O:36])/[CH:31]=[CH:32]/[C:33]([OH:35])=[O:34].[C:30]([OH:37])(=[O:36])/[CH:31]=[CH:32]/[C:33]([OH:35])=[O:34].[CH:1]1([CH2:7][N:8]2[CH2:17][CH2:16][C:15]3[C:10](=[CH:11][C:12]([S:18]([NH:21][CH2:22][CH2:23][C@@H:24]4[CH2:28][CH2:27][CH2:26][N:25]4[CH3:29])(=[O:19])=[O:20])=[CH:13][CH:14]=3)[CH2:9]2)[CH2:2][CH2:3][CH2:4][CH2:5][CH2:6]1. The yield is 0.840. (7) The reactants are C([O:3][C:4](=[O:34])[C:5]1[CH:10]=[CH:9][CH:8]=[C:7]([N:11]2[C:15]([CH3:16])=[CH:14][CH:13]=[C:12]2[C:17]2[CH:22]=[C:21]([Br:23])[CH:20]=[CH:19][C:18]=2[O:24][CH2:25][C:26]2[CH:31]=[CH:30][C:29]([O:32][CH3:33])=[CH:28][CH:27]=2)[CH:6]=1)C.[OH-].[Na+]. The product is [Br:23][C:21]1[CH:20]=[CH:19][C:18]([O:24][CH2:25][C:26]2[CH:27]=[CH:28][C:29]([O:32][CH3:33])=[CH:30][CH:31]=2)=[C:17]([C:12]2[N:11]([C:7]3[CH:6]=[C:5]([CH:10]=[CH:9][CH:8]=3)[C:4]([OH:34])=[O:3])[C:15]([CH3:16])=[CH:14][CH:13]=2)[CH:22]=1. The yield is 0.920. The catalyst is CCO. (8) The reactants are [CH2:1]([O:5][C:6]1[CH:7]=[C:8]([CH:12](C(OC(C)(C)C)=O)[CH2:13][NH:14][CH2:15][C:16]([N:18]([CH3:20])[CH3:19])=[O:17])[CH:9]=[CH:10][CH:11]=1)[CH2:2][CH2:3][CH3:4].[ClH:28].CCOCC. No catalyst specified. The product is [ClH:28].[CH2:1]([O:5][C:6]1[CH:7]=[C:8]([CH2:12][CH2:13][NH:14][CH2:15][C:16]([N:18]([CH3:20])[CH3:19])=[O:17])[CH:9]=[CH:10][CH:11]=1)[CH2:2][CH2:3][CH3:4]. The yield is 0.950.